Dataset: Catalyst prediction with 721,799 reactions and 888 catalyst types from USPTO. Task: Predict which catalyst facilitates the given reaction. (1) The catalyst class is: 43. Reactant: [CH3:1][S:2]([N:5]1[CH2:10][CH:9]=[C:8]([C:11]2[CH:12]=[C:13]3[CH2:34][C:18]4([CH2:33][C:20]5([CH2:25][CH2:24][N:23]([C:26]([O:28][C:29]([CH3:32])([CH3:31])[CH3:30])=[O:27])[CH2:22][CH2:21]5)[CH2:19]4)[O:17][C:14]3=[CH:15][N:16]=2)[CH2:7][CH2:6]1)(=[O:4])=[O:3]. Product: [CH3:1][S:2]([N:5]1[CH2:10][CH2:9][CH:8]([C:11]2[CH:12]=[C:13]3[CH2:34][C:18]4([CH2:33][C:20]5([CH2:21][CH2:22][N:23]([C:26]([O:28][C:29]([CH3:30])([CH3:32])[CH3:31])=[O:27])[CH2:24][CH2:25]5)[CH2:19]4)[O:17][C:14]3=[CH:15][N:16]=2)[CH2:7][CH2:6]1)(=[O:4])=[O:3]. (2) Reactant: [CH3:1][C@@H:2]1[N:7]2[C:8]3[C:17]4[C:12](=[CH:13][C:14]([CH2:18][CH2:19][S:20]([CH3:23])(=[O:22])=[O:21])=[CH:15][CH:16]=4)[N:11]=[CH:10][C:9]=3[N:24]=[C:6]2[CH2:5][O:4][CH2:3]1.C1C=C(Cl)C=C(C(OO)=O)C=1.[NH4+:36].[OH-].C1(C)C=CC(S(Cl)(=O)=O)=CC=1. Product: [CH3:1][C@@H:2]1[N:7]2[C:8]3[C:17]4[C:12](=[CH:13][C:14]([CH2:18][CH2:19][S:20]([CH3:23])(=[O:21])=[O:22])=[CH:15][CH:16]=4)[N:11]=[C:10]([NH2:36])[C:9]=3[N:24]=[C:6]2[CH2:5][O:4][CH2:3]1. The catalyst class is: 232. (3) Reactant: [Mg].II.Br[C:5]1[CH:10]=[CH:9][CH:8]=[CH:7][CH:6]=1.[CH3:11][CH:12]([CH2:28][CH2:29][CH2:30][CH:31]([CH3:33])[CH3:32])[CH2:13][CH2:14][O:15][C:16]1[CH:23]=[C:22]([CH:24]=[O:25])[C:21]([O:26][CH3:27])=[CH:20][C:17]=1[CH:18]=[O:19].C(=O)[C:35]1[CH:42]=[CH:41][C:38](C=O)=[CH:37][CH:36]=1.OS(O)(=O)=O. Product: [C:5]1([CH:18]([OH:19])[C:17]2[CH:20]=[C:21]([O:26][CH3:27])[C:22]([CH:24]([C:35]3[CH:42]=[CH:41][CH:38]=[CH:37][CH:36]=3)[OH:25])=[CH:23][C:16]=2[O:15][CH2:14][CH2:13][CH:12]([CH3:11])[CH2:28][CH2:29][CH2:30][CH:31]([CH3:33])[CH3:32])[CH:10]=[CH:9][CH:8]=[CH:7][CH:6]=1. The catalyst class is: 182.